Task: Regression/Classification. Given a drug SMILES string, predict its toxicity properties. Task type varies by dataset: regression for continuous values (e.g., LD50, hERG inhibition percentage) or binary classification for toxic/non-toxic outcomes (e.g., AMES mutagenicity, cardiotoxicity, hepatotoxicity). Dataset: ld50_zhu.. Dataset: Acute oral toxicity (LD50) regression data from Zhu et al. (1) The drug is ClC(Cl)(Cl)c1ccc(C(Cl)(Cl)Cl)cc1. The rat oral LD50 is 1.99, given as -log10 of the dose in mol/kg body weight (higher means more acutely toxic). (2) The drug is COc1ccc(NC(=O)CC(C)=O)cc1. The rat oral LD50 is 2.09, given as -log10 of the dose in mol/kg body weight (higher means more acutely toxic). (3) The molecule is OCC1OC(N2CCN(C3OC(CO)C(O)C(O)C3O)CC2)C(O)C(O)C1O. The rat oral LD50 is 1.14, given as -log10 of the dose in mol/kg body weight (higher means more acutely toxic). (4) The molecule is COc1ccc(CC2NCC(O)C2OC(C)=O)cc1. The rat oral LD50 is 3.57, given as -log10 of the dose in mol/kg body weight (higher means more acutely toxic). (5) The drug is CNC(=O)Oc1ccccc1OC(CCl)OC. The rat oral LD50 is 3.87, given as -log10 of the dose in mol/kg body weight (higher means more acutely toxic). (6) The drug is CC(C)CCCC1CCC(C)(C(=O)NCC(=O)O)CC1. The rat oral LD50 is 1.44, given as -log10 of the dose in mol/kg body weight (higher means more acutely toxic).